From a dataset of Experimentally validated miRNA-target interactions with 360,000+ pairs, plus equal number of negative samples. Binary Classification. Given a miRNA mature sequence and a target amino acid sequence, predict their likelihood of interaction. (1) The miRNA is mmu-let-7f-5p with sequence UGAGGUAGUAGAUUGUAUAGUU. The protein sequence of the target gene is MNWFGSNFFRCPEDLSLLNIYSPLLSHMSSEDEHFISNLRGHVPASAVVKQPVRGASGRTTITAIVQTGGGWSTGLFSVCRDRRICFCGLFCPMCLECDIARHYGECLCWPLLPGSTFALRIGTRERHKIQGTLCEDWLAVHCCWAFSICQVARELKMRTSQVYEICAVPMTKDTLV. Result: 0 (no interaction). (2) The miRNA is hsa-miR-1207-5p with sequence UGGCAGGGAGGCUGGGAGGGG. The protein sequence of the target gene is MDPMELRNVNIEPDDESSSGESAPDSYIGIGNSEKAAMSSQFANEDTESQKFLTNGFLGKKKLADYADEHHPGTTSFGMSSFNLSNAIMGSGILGLSYAMANTGIILFIIMLLAVAILSLYSVHLLLKTAKEGGSLIYEKLGEKAFGWPGKIGAFVSITMQNIGAMSSYLFIIKYELPEVIRAFMGLEENTGEWYLNGNYLIIFVSVGIILPLSLLKNLGYLGYTSGFSLTCMVFFVSVVIYKKFQIPCPLPVLDHSVGNLSFNNTLPMHVVMLPNNSESSDVNFMMDYTHRNPAGLDEN.... Result: 1 (interaction). (3) The miRNA is mmu-miR-1946b with sequence GCCGGGCAGUGGUGGCACAUGCUUUU. The protein sequence of the target gene is MSLRVHTLPTLLGAVVRPGCRELLCLLMITVTVGPGASGVCPTACICATDIVSCTNKNLSKVPGNLFRLIKRLDLSYNRIGLLDSEWIPVSFAKLNTLILRHNNITSISTGSFSTTPNLKCLDLSSNKLKTVKNAVFQELKVLEVLLLYNNHISYLDPSAFGGLSQLQKLYLSGNFLTQFPMDLYVGRFKLAELMFLDVSYNRIPSMPMHHINLVPGKQLRGIYLHGNPFVCDCSLYSLLVFWYRRHFSSVMDFKNDYTCRLWSDSRHSRQVLLLQDSFMNCSDSIINGSFRALGFIHEA.... Result: 0 (no interaction). (4) The miRNA is hsa-miR-604 with sequence AGGCUGCGGAAUUCAGGAC. The protein sequence of the target gene is MRSRSNSGVRLDGYARLVHQTILCHQNPVTGLLPASYDQKDAWVRDNVYSILAVWGLGLAYRKNADRDEDKAKAYELEQSVVKLMRGLLHCMIRQVDKVESFKYSQSTKDSLHAKYNTKTCATVVGDDQWGHLQLDATSVYLLFLAQMTASGLHIIHSLDEVNFIQNLVFYIEAAYKTADFGIWERGDKTNQGISELNASSVGMAKAALEALDELDLFGVKGGPQSVIHVLADEVQHCQSILNSLLPRASTSKEVDASLLSVVSFPAFAVEDSHLVELTKQEIITKLQGRYGCCRFLRDG.... Result: 0 (no interaction). (5) The miRNA is dre-miR-200a-3p with sequence UAACACUGUCUGGUAACGAUGU. The protein sequence of the target gene is MSAGGDFGNPLRKFKLVFLGEQSVAKTSLITRFRYDSFDNTYQAIIGIDFLSKTMYLEDGTIGLRLWDTAGQERLRSLIPRYIRDSAAAVVVYDITNVNSFQQTTKWIDDVRTEGGSDVIITLVGNKTDLADKRQVSIEEGERKAKGLNVTFIETRAKAGYNVKQLFRRVAAALPGMESTQDGSREDMSDIKLEKPQEQTVSEGGCSCYSPMSSSTLPQKPPYSFIDCSVNIGLNLFPSLITFCNSSLLPVSWR. Result: 0 (no interaction). (6) The miRNA is hsa-miR-4261 with sequence AGGAAACAGGGACCCA. The protein sequence of the target gene is MAALKALVSGCGRLLRGLLAGPAATSWSRLPARGFREVVETQEGKTTIIEGRITATPKESPNPPNPSGQCPICRWNLKHKYNYDDVLLLSQFIRPHGGMLPRKITGLCQEEHRKIEECVKMAHRAGLLPNHRPRLPEGVVPKSKPQLNRYLTRWAPGSVKPIYKKGPRWNRVRMPVGSPLLRDNVCYSRTPWKLYH. Result: 0 (no interaction). (7) The miRNA is hsa-miR-3613-5p with sequence UGUUGUACUUUUUUUUUUGUUC. The protein sequence of the target gene is MEPAEEPGQISKDNFLEVPNLSDSVCEDEEVKATFKPGFSPQPSRRGSGSSEDMYLDTPTSASRRVSFADSLGFSLVSVKEFDCWELPSVSTDFDLSGDVFHTDEYVLSPLFDLPSSKEKLMEQLQVQKAVLESAEHLPGSSMKGIIRVLNISFEKLVYVRMSLDDWQTHYDILAEYVPNSCDGETDQFSFKISLVPPYQKEGGKVEFCIRYETSAGTFWSNNNGTNYILVCQKKRKEPEPVKPLEEAPSRQIKGCLKVKSRSKEEPLLAPEENKFETLKFTESYIPTIICSHEDKDDLG.... Result: 0 (no interaction). (8) The miRNA is hsa-miR-506-5p with sequence UAUUCAGGAAGGUGUUACUUAA. The protein sequence of the target gene is MAQPGSGCKATTRCLEGTAPPAMAQSDAEALAGALDKDEGQASPCTPSTPSVCSPPSAASSVPSAGKNICSSCGLEILDRYLLKVNNLIWHVRCLECSVCRTSLRQQNSCYIKNKEIFCKMDYFSRFGTKCARCGRQIYASDWVRRARGNAYHLACFACFSCKRQLSTGEEFGLVEEKVLCRIHYDTMIENLKRAAENGNGLTLEGAVPSEQDSQPKPAKRARTSFTAEQLQVMQAQFAQDNNPDAQTLQKLADMTGLSRRVIQVWFQNCRARHKKHTPQHPVPPSGAPPSRLPSALSDD.... Result: 1 (interaction).